Predict the reaction yield, written as a fraction of the theoretical maximum amount of product (1.0 means a 100% yield; for example, 0.34 means a 34% yield). From a dataset of Reaction yield outcomes from USPTO patents with 853,638 reactions. (1) The reactants are [CH2:1]([O:3][C:4]1[CH:5]=[C:6]([CH:9]=[C:10]([S:13][CH3:14])[C:11]=1[OH:12])[CH:7]=O)[CH3:2].[C:15]1([C:21](=O)[CH2:22][C:23]2[CH:28]=[CH:27][CH:26]=[CH:25][CH:24]=2)[CH:20]=[CH:19][CH:18]=[CH:17][CH:16]=1.[NH2:30][C:31]([NH2:33])=[O:32].Cl. The catalyst is C(O)C. The product is [CH2:1]([O:3][C:4]1[CH:5]=[C:6]([CH:7]2[C:22]([C:23]3[CH:28]=[CH:27][CH:26]=[CH:25][CH:24]=3)=[C:21]([C:15]3[CH:20]=[CH:19][CH:18]=[CH:17][CH:16]=3)[NH:33][C:31](=[O:32])[NH:30]2)[CH:9]=[C:10]([S:13][CH3:14])[C:11]=1[OH:12])[CH3:2]. The yield is 0.330. (2) The reactants are [OH:1][C:2]1[CH:9]=[C:8]([O:10][CH3:11])[CH:7]=[CH:6][C:3]=1[CH:4]=[O:5].[CH2:12](Br)[C:13]1[CH:18]=[CH:17][CH:16]=[CH:15][CH:14]=1.C(=O)([O-])[O-].[K+].[K+].Cl. The catalyst is CN(C)C=O. The product is [CH2:12]([O:1][C:2]1[CH:9]=[C:8]([O:10][CH3:11])[CH:7]=[CH:6][C:3]=1[CH:4]=[O:5])[C:13]1[CH:18]=[CH:17][CH:16]=[CH:15][CH:14]=1. The yield is 0.930. (3) The reactants are [CH3:1][N:2]1[C:6]([C:7]([OH:9])=O)=[CH:5][C:4]([CH3:10])=[N:3]1.CN(C)C=O.C(Cl)(=O)C(Cl)=O.[NH2:22][C:23]1[CH:24]=[C:25]([CH:40]=[CH:41][CH:42]=1)[O:26][C:27]1[CH:28]=[CH:29][C:30]2[N:31]([CH:33]=[C:34]([NH:36][C:37](=[O:39])[CH3:38])[N:35]=2)[N:32]=1. The catalyst is O1CCCC1.CN(C)C(=O)C.O. The product is [C:37]([NH:36][C:34]1[N:35]=[C:30]2[CH:29]=[CH:28][C:27]([O:26][C:25]3[CH:24]=[C:23]([NH:22][C:7]([C:6]4[N:2]([CH3:1])[N:3]=[C:4]([CH3:10])[CH:5]=4)=[O:9])[CH:42]=[CH:41][CH:40]=3)=[N:32][N:31]2[CH:33]=1)(=[O:39])[CH3:38]. The yield is 0.670. (4) The reactants are [CH3:1][C:2]([CH3:17])([O:4][C:5]([NH:7][CH:8]([CH:12]1[CH2:16][CH2:15][O:14][CH2:13]1)[C:9]([OH:11])=O)=[O:6])[CH3:3].Cl.[NH2:19][C@@H:20]([CH:32]([CH3:34])[CH3:33])[CH2:21][NH:22][C:23](=[O:31])[C:24]1[CH:29]=[CH:28][C:27]([CH3:30])=[CH:26][CH:25]=1.ON1C(=O)CCC1=O.C1(N=C=NC2CCCCC2)CCCCC1.C(N(CC)CC)C. The catalyst is ClCCl. The product is [CH3:33][CH:32]([CH3:34])[C@H:20]([NH:19][C:9](=[O:11])[CH:8]([NH:7][C:5]([O:4][C:2]([CH3:1])([CH3:3])[CH3:17])=[O:6])[CH:12]1[CH2:16][CH2:15][O:14][CH2:13]1)[CH2:21][NH:22][C:23](=[O:31])[C:24]1[CH:25]=[CH:26][C:27]([CH3:30])=[CH:28][CH:29]=1. The yield is 0.560. (5) The reactants are [OH:1][CH:2]1[CH2:5][N:4]([C:6]2[S:7][CH:8]=[C:9]([C:11](=[O:29])[NH:12][CH2:13][CH2:14][NH:15][C:16]([O:18][CH2:19][C:20]3[CH:25]=[CH:24][C:23]([N+:26]([O-:28])=[O:27])=[CH:22][CH:21]=3)=[O:17])[N:10]=2)[CH2:3]1.[CH3:30][S:31](Cl)(=[O:33])=[O:32].C(N(CC)CC)C. The catalyst is C(Cl)Cl.N1C=CC=CC=1. The product is [CH3:30][S:31]([O:1][CH:2]1[CH2:5][N:4]([C:6]2[S:7][CH:8]=[C:9]([C:11](=[O:29])[NH:12][CH2:13][CH2:14][NH:15][C:16]([O:18][CH2:19][C:20]3[CH:25]=[CH:24][C:23]([N+:26]([O-:28])=[O:27])=[CH:22][CH:21]=3)=[O:17])[N:10]=2)[CH2:3]1)(=[O:33])=[O:32]. The yield is 0.780.